Dataset: Reaction yield outcomes from USPTO patents with 853,638 reactions. Task: Predict the reaction yield, written as a fraction of the theoretical maximum amount of product (1.0 means a 100% yield; for example, 0.34 means a 34% yield). The reactants are Cl.[CH3:2][CH:3]([CH2:8][N:9]1[CH2:14][CH2:13][CH2:12][CH2:11][CH2:10]1)[CH2:4][C:5]([OH:7])=[O:6].C1N=CN(C(N2C=NC=C2)=O)C=1.[F:27][C:28]1[C:32]([C:33]2[CH:34]=[N:35][C:36]([CH3:39])=[CH:37][CH:38]=2)=[N:31][NH:30][C:29]=1[NH2:40]. The catalyst is ClCCCl. The product is [CH:5]([OH:7])=[O:6].[F:27][C:28]1[C:32]([C:33]2[CH:34]=[N:35][C:36]([CH3:39])=[CH:37][CH:38]=2)=[N:31][NH:30][C:29]=1[NH:40][C:5](=[O:7])[CH2:4][CH:3]([CH3:2])[CH2:8][N:9]1[CH2:14][CH2:13][CH2:12][CH2:11][CH2:10]1. The yield is 0.160.